From a dataset of Reaction yield outcomes from USPTO patents with 853,638 reactions. Predict the reaction yield, written as a fraction of the theoretical maximum amount of product (1.0 means a 100% yield; for example, 0.34 means a 34% yield). (1) The reactants are [NH2:1][C@H:2]([CH3:20])[CH2:3][N:4]1[CH:8]=[CH:7][C:6]([C:9]2[CH:10]=[C:11]([N+:17]([O-:19])=[O:18])[C:12]([C:15]#[N:16])=[N:13][CH:14]=2)=[N:5]1.[C:21]([C:24]1[CH:28]=[C:27]([C:29](O)=[O:30])[NH:26][N:25]=1)(=[O:23])[CH3:22]. No catalyst specified. The product is [C:21]([C:24]1[CH:28]=[C:27]([C:29]([NH:1][C@H:2]([CH3:20])[CH2:3][N:4]2[CH:8]=[CH:7][C:6]([C:9]3[CH:14]=[N:13][C:12]([C:15]#[N:16])=[C:11]([N+:17]([O-:19])=[O:18])[CH:10]=3)=[N:5]2)=[O:30])[NH:26][N:25]=1)(=[O:23])[CH3:22]. The yield is 0.190. (2) The reactants are Cl[C:2]1[CH:7]=[C:6]2[CH2:8][O:9][C:10]3[CH:37]=[C:36]4[C:13]([CH2:14][CH2:15][C:16]5[N:20]=[C:19]([C@@H:21]6[CH2:25][C@H:24]([CH2:26][O:27][CH3:28])[CH2:23][N:22]6[C:29]([O:31][C:32]([CH3:35])([CH3:34])[CH3:33])=[O:30])[NH:18][C:17]=54)=[CH:12][C:11]=3[C:5]2=[CH:4][CH:3]=1.[B:38]1([B:38]2[O:42][C:41]([CH3:44])([CH3:43])[C:40]([CH3:46])([CH3:45])[O:39]2)[O:42][C:41]([CH3:44])([CH3:43])[C:40]([CH3:46])([CH3:45])[O:39]1.C([O-])(=O)C.[K+].C1(P(C2CCCCC2)C2C=CC=CC=2C2C(CCC)=CC(CCC)=CC=2CCC)CCCCC1. The catalyst is O1CCOCC1.C(OCC)(=O)C. The product is [CH3:28][O:27][CH2:26][C@@H:24]1[CH2:23][N:22]([C:29]([O:31][C:32]([CH3:33])([CH3:35])[CH3:34])=[O:30])[C@H:21]([C:19]2[NH:18][C:17]3[C:36]4[C:13]([CH2:14][CH2:15][C:16]=3[N:20]=2)=[CH:12][C:11]2[C:5]3[C:6]([CH2:8][O:9][C:10]=2[CH:37]=4)=[CH:7][C:2]([B:38]2[O:42][C:41]([CH3:44])([CH3:43])[C:40]([CH3:46])([CH3:45])[O:39]2)=[CH:3][CH:4]=3)[CH2:25]1. The yield is 0.700.